Dataset: Full USPTO retrosynthesis dataset with 1.9M reactions from patents (1976-2016). Task: Predict the reactants needed to synthesize the given product. (1) Given the product [F:26][C:23]1[CH:24]=[CH:25][C:20]([C:9]2[CH2:10][CH2:11][CH2:12][C:13]3[CH:18]=[C:17]([OH:19])[CH:16]=[CH:15][C:14]=3[C:8]=2[CH2:7][CH2:6][CH2:5][CH2:4][CH2:3][CH2:2][N:29]([CH3:28])[CH2:30][CH2:31][CH2:32][CH2:33][CH2:34][CH2:35][S:36]([CH2:38][CH2:39][CH2:40][C:41]([F:47])([F:46])[C:42]([F:43])([F:44])[F:45])=[O:37])=[CH:21][C:22]=1[OH:27], predict the reactants needed to synthesize it. The reactants are: Br[CH2:2][CH2:3][CH2:4][CH2:5][CH2:6][CH2:7][C:8]1[C:14]2[CH:15]=[CH:16][C:17]([OH:19])=[CH:18][C:13]=2[CH2:12][CH2:11][CH2:10][C:9]=1[C:20]1[CH:25]=[CH:24][C:23]([F:26])=[C:22]([OH:27])[CH:21]=1.[CH3:28][NH:29][CH2:30][CH2:31][CH2:32][CH2:33][CH2:34][CH2:35][S:36]([CH2:38][CH2:39][CH2:40][C:41]([F:47])([F:46])[C:42]([F:45])([F:44])[F:43])=[O:37]. (2) Given the product [N-:1]=[N+:2]=[N-:3].[N-:58]=[N+:59]=[N-:51].[OH:20][C:19]([CH2:21][CH2:22][CH2:23][CH2:24][C@H:25]1[C@@H:33]2[C@@H:28]([NH:29][C:30]([NH:32]2)=[O:31])[CH2:27][S:26]1)=[O:18], predict the reactants needed to synthesize it. The reactants are: [N:1](CCCCCNCCCCCN=[N+]=[N-])=[N+:2]=[N-:3].[OH:18][C:19]([CH2:21][CH2:22][CH2:23][CH2:24][C@H:25]1[C@@H:33]2[C@@H:28]([NH:29][C:30]([NH:32]2)=[O:31])[CH2:27][S:26]1)=[O:20].C1CN([P+](O[N:51]2[N:59]=[N:58]C3C=CC=CC2=3)(N2CCCC2)N2CCCC2)CC1.F[P-](F)(F)(F)(F)F.CCN(CC)CC. (3) Given the product [CH3:13][N:14]1[CH2:19][CH:18]=[C:17]([O:20][C:28](=[O:29])[C:30]([F:33])([F:32])[F:31])[CH2:16][CH2:15]1, predict the reactants needed to synthesize it. The reactants are: [Li]CCCC.C(NC(C)C)(C)C.[CH3:13][N:14]1[CH2:19][CH2:18][C:17](=[O:20])[CH2:16][CH2:15]1.C1(N([C:28]([C:30]([F:33])([F:32])[F:31])=[O:29])[C:28]([C:30]([F:33])([F:32])[F:31])=[O:29])C=CC=CC=1. (4) Given the product [C:1]([C:4]1[C:12]2[C:7](=[CH:8][CH:9]=[C:10]([NH:28][C:26]3[CH:27]=[N:22][CH:23]=[N:24][CH:25]=3)[CH:11]=2)[N:6]([CH2:14][C:15]([O:17][C:18]([CH3:21])([CH3:20])[CH3:19])=[O:16])[CH:5]=1)(=[O:3])[CH3:2], predict the reactants needed to synthesize it. The reactants are: [C:1]([C:4]1[C:12]2[C:7](=[CH:8][CH:9]=[C:10](Br)[CH:11]=2)[N:6]([CH2:14][C:15]([O:17][C:18]([CH3:21])([CH3:20])[CH3:19])=[O:16])[CH:5]=1)(=[O:3])[CH3:2].[N:22]1[CH:27]=[C:26]([NH2:28])[CH:25]=[N:24][CH:23]=1.C(=O)([O-])[O-].[Cs+].[Cs+].C1(P(C2C=CC=CC=2)C2C3OC4C(=CC=CC=4P(C4C=CC=CC=4)C4C=CC=CC=4)C(C)(C)C=3C=CC=2)C=CC=CC=1. (5) Given the product [Cl:1][C:2]1[CH:11]=[C:10]2[C:5]([C:6]([N:12]3[CH2:17][CH2:16][N:15]([C:18]([O:20][C:21]([CH3:24])([CH3:23])[CH3:22])=[O:19])[CH2:14][CH2:13]3)=[CH:7][CH:8]=[N:9]2)=[CH:4][C:3]=1[C:28]1[CH:29]=[CH:30][CH:31]=[CH:32][C:27]=1[Cl:26], predict the reactants needed to synthesize it. The reactants are: [Cl:1][C:2]1[CH:11]=[C:10]2[C:5]([C:6]([N:12]3[CH2:17][CH2:16][N:15]([C:18]([O:20][C:21]([CH3:24])([CH3:23])[CH3:22])=[O:19])[CH2:14][CH2:13]3)=[CH:7][CH:8]=[N:9]2)=[CH:4][C:3]=1I.[Cl:26][C:27]1[CH:32]=[CH:31][CH:30]=[CH:29][C:28]=1B(O)O.C([O-])([O-])=O.[Na+].[Na+].